From a dataset of Reaction yield outcomes from USPTO patents with 853,638 reactions. Predict the reaction yield, written as a fraction of the theoretical maximum amount of product (1.0 means a 100% yield; for example, 0.34 means a 34% yield). (1) The reactants are [Cl:1][C:2]1[CH:9]=[CH:8][C:5]([C:6]#[N:7])=[C:4]([F:10])[C:3]=1[O:11][CH3:12].C[Si]([N-:17][Si](C)(C)C)(C)C.[Li+].CC(O)C.Cl. The catalyst is C1COCC1.CCOCC. The product is [ClH:1].[Cl:1][C:2]1[CH:9]=[CH:8][C:5]([C:6]([NH2:17])=[NH:7])=[C:4]([F:10])[C:3]=1[O:11][CH3:12]. The yield is 0.786. (2) The reactants are [S:1](=[O:37])(=[O:36])([O:3][CH2:4][C@@H:5]1[C@@H:12]2[C@@H:8]([O:9]C(C)(C)[O:11]2)[C@H:7]([N:15]2[CH:23]=[N:22][C:21]3[C:16]2=[N:17][CH:18]=[N:19][C:20]=3[C:24]#[C:25][C:26]2[CH:31]=[CH:30][CH:29]=[CH:28][C:27]=2[C:32]([F:35])([F:34])[F:33])[O:6]1)[NH2:2]. The catalyst is C(O)(C(F)(F)F)=O.O. The product is [S:1](=[O:36])(=[O:37])([O:3][CH2:4][C@@H:5]1[C@@H:12]([OH:11])[C@@H:8]([OH:9])[C@H:7]([N:15]2[CH:23]=[N:22][C:21]3[C:16]2=[N:17][CH:18]=[N:19][C:20]=3[C:24]#[C:25][C:26]2[CH:31]=[CH:30][CH:29]=[CH:28][C:27]=2[C:32]([F:35])([F:34])[F:33])[O:6]1)[NH2:2]. The yield is 0.520.